This data is from Catalyst prediction with 721,799 reactions and 888 catalyst types from USPTO. The task is: Predict which catalyst facilitates the given reaction. (1) Reactant: [Cl:1][C:2]1[N:11]=[C:10]2[C:5]([CH2:6][CH2:7][CH2:8][N:9]2C(OC(C)(C)C)=O)=[CH:4][CH:3]=1. Product: [Cl:1][C:2]1[N:11]=[C:10]2[C:5]([CH2:6][CH2:7][CH2:8][NH:9]2)=[CH:4][CH:3]=1. The catalyst class is: 67. (2) Reactant: [CH2:1]([O:8][C:9]([NH:11][NH:12][C:13]([O:15][CH2:16][C:17]1[CH:22]=[CH:21][CH:20]=[CH:19][CH:18]=1)=[O:14])=[O:10])[C:2]1[CH:7]=[CH:6][CH:5]=[CH:4][CH:3]=1.C(=O)([O-])[O-].[Cs+].[Cs+].Br[CH:30]([CH2:38][CH2:39]Br)[C:31]([O:33][C:34]([CH3:37])([CH3:36])[CH3:35])=[O:32]. Product: [N:11]1([C:9]([O:8][CH2:1][C:2]2[CH:3]=[CH:4][CH:5]=[CH:6][CH:7]=2)=[O:10])[CH2:39][CH2:38][CH:30]([C:31]([O:33][C:34]([CH3:37])([CH3:36])[CH3:35])=[O:32])[N:12]1[C:13]([O:15][CH2:16][C:17]1[CH:22]=[CH:21][CH:20]=[CH:19][CH:18]=1)=[O:14]. The catalyst class is: 10. (3) Reactant: [Br:1][C:2]1[CH:3]=[CH:4][C:5](F)=[C:6]([CH:9]=1)[C:7]#[N:8].C([O-])([O-])=O.[K+].[K+].[NH:17]1[CH:21]=[CH:20][N:19]=[CH:18]1. Product: [Br:1][C:2]1[CH:3]=[CH:4][C:5]([N:17]2[CH:21]=[CH:20][N:19]=[CH:18]2)=[C:6]([CH:9]=1)[C:7]#[N:8]. The catalyst class is: 18. (4) Reactant: [C:1]([O-:13])(=[O:12])[CH2:2][C:3]([CH2:8][C:9]([O-:11])=[O:10])([C:5]([O-:7])=[O:6])[OH:4].O.O.C([O-])(=O)CC(CC([O-])=O)(C([O-])=O)O.[Na+:29].[Na+].[Na+]. Product: [C:1]([O-:13])(=[O:12])[CH2:2][C:3]([CH2:8][C:9]([O-:11])=[O:10])([C:5]([O-:7])=[O:6])[OH:4].[Na+:29].[Na+:29].[Na+:29]. The catalyst class is: 223. (5) Reactant: [C:1]1(O)[CH:6]=[CH:5][CH:4]=[CH:3][CH:2]=1.C(N([CH2:13][CH3:14])CC)C.Cl[C:16](OC)=[O:17]. Product: [C:16]1(=[O:17])[C:6]2[C:1](=[CH:2][CH:3]=[CH:4][CH:5]=2)[CH2:14][CH2:13]1. The catalyst class is: 79. (6) Reactant: N1C=CC([C:7]2[CH:12]=[CH:11][CH:10]=[CH:9][C:8]=2[CH:13]2[N:19]([CH2:20][C:21]3[CH:26]=[CH:25][CH:24]=[C:23]([C:27]4[S:28][CH:29]=[CH:30][N:31]=4)[CH:22]=3)[C:18](=[O:32])[CH2:17][CH2:16][CH2:15][CH2:14]2)=CC=1.C([Sn](CCCC)(CCCC)[C:38]1[S:42][CH:41]=[N:40][CH:39]=1)CCC.O.CCOC(C)=O. Product: [S:28]1[CH:29]=[CH:30][N:31]=[C:27]1[C:23]1[CH:22]=[C:21]([CH:26]=[CH:25][CH:24]=1)[CH2:20][N:19]1[CH:13]([C:8]2[CH:9]=[CH:10][CH:11]=[CH:12][C:7]=2[C:38]2[S:42][CH:41]=[N:40][CH:39]=2)[CH2:14][CH2:15][CH2:16][CH2:17][C:18]1=[O:32]. The catalyst class is: 516. (7) The catalyst class is: 15. Product: [CH3:18][N:19]1[C:5]2[C:4](=[O:3])[CH2:9][CH2:8][CH2:7][C:6]=2[C:10]([C:11]([O:13][CH2:14][CH3:15])=[O:12])=[N:20]1. Reactant: C([O:3][C:4]1[C:5](=O)[CH:6]([C:10](=O)[C:11]([O:13][CH2:14][CH3:15])=[O:12])[CH2:7][CH2:8][CH:9]=1)C.[CH3:18][NH:19][NH2:20].